This data is from Full USPTO retrosynthesis dataset with 1.9M reactions from patents (1976-2016). The task is: Predict the reactants needed to synthesize the given product. (1) Given the product [I:20][CH2:2][CH2:3][CH2:4][CH2:5][O:6][CH2:7][CH2:8][CH2:9][CH2:10][C:11]([CH3:18])([CH3:17])[C:12]([O:14][CH2:15][CH3:16])=[O:13], predict the reactants needed to synthesize it. The reactants are: Cl[CH2:2][CH2:3][CH2:4][CH2:5][O:6][CH2:7][CH2:8][CH2:9][CH2:10][C:11]([CH3:18])([CH3:17])[C:12]([O:14][CH2:15][CH3:16])=[O:13].[Na+].[I-:20]. (2) Given the product [Cl:1][C:2]1[CH:7]=[CH:6][CH:5]=[CH:4][C:3]=1[N:8]1[C:16]2[CH2:15][CH2:14][NH:13][CH2:12][C:11]=2[C:10]([CH3:18])=[C:9]1[C:19]1[CH:20]=[CH:21][C:22]([Cl:25])=[CH:23][CH:24]=1, predict the reactants needed to synthesize it. The reactants are: [Cl:1][C:2]1[CH:7]=[CH:6][CH:5]=[CH:4][C:3]=1[N:8]1[C:16]2[CH2:15][CH2:14][NH:13][C:12](=O)[C:11]=2[C:10]([CH3:18])=[C:9]1[C:19]1[CH:24]=[CH:23][C:22]([Cl:25])=[CH:21][CH:20]=1.CO. (3) Given the product [Cl:1][C:2]1[CH:3]=[CH:4][C:5]([C:8]2[S:9][CH:10]=[CH:11][C:12]=2[CH2:13][C:14]([NH:20][CH2:18][CH3:19])=[O:16])=[CH:6][CH:7]=1, predict the reactants needed to synthesize it. The reactants are: [Cl:1][C:2]1[CH:7]=[CH:6][C:5]([C:8]2[S:9][CH:10]=[CH:11][C:12]=2[CH2:13][C:14]([OH:16])=O)=[CH:4][CH:3]=1.Cl.[CH2:18]([NH2:20])[CH3:19].C1CN([P+](ON2N=NC3C=CC=CC2=3)(N2CCCC2)N2CCCC2)CC1.F[P-](F)(F)(F)(F)F.C(N(CC)CC)C. (4) Given the product [CH2:17]([N:6]1[CH2:5][CH2:4][C:3]2[C:8](=[CH:9][C:10]([C:12]([O:14][CH3:15])=[O:13])=[CH:11][C:2]=2[O:1][C:28]2[CH:29]=[CH:30][C:25]([S:22]([CH3:21])(=[O:24])=[O:23])=[CH:26][CH:27]=2)[C:7]1=[O:16])[CH:18]([CH3:20])[CH3:19], predict the reactants needed to synthesize it. The reactants are: [OH:1][C:2]1[CH:11]=[C:10]([C:12]([O:14][CH3:15])=[O:13])[CH:9]=[C:8]2[C:3]=1[CH2:4][CH2:5][N:6]([CH2:17][CH:18]([CH3:20])[CH3:19])[C:7]2=[O:16].[CH3:21][S:22]([C:25]1[CH:30]=[CH:29][C:28](F)=[CH:27][CH:26]=1)(=[O:24])=[O:23].C([O-])([O-])=O.[Cs+].[Cs+]. (5) Given the product [C:16]([O:8][C:5]1[CH:6]=[CH:7][C:2]([Br:1])=[CH:3][CH:4]=1)(=[O:19])[CH2:17][CH3:18], predict the reactants needed to synthesize it. The reactants are: [Br:1][C:2]1[CH:7]=[CH:6][C:5]([OH:8])=[CH:4][CH:3]=1.C(N(CC)CC)C.[C:16](Cl)(=[O:19])[CH2:17][CH3:18]. (6) Given the product [C:14]1([C@@H:4]2[CH:3]=[C:2]([O:1][S:22]([C:21]([F:40])([F:39])[F:20])(=[O:24])=[O:23])[CH2:6][N:5]2[C:7]([O:9][C:10]([CH3:13])([CH3:12])[CH3:11])=[O:8])[CH:15]=[CH:16][CH:17]=[CH:18][CH:19]=1, predict the reactants needed to synthesize it. The reactants are: [O:1]=[C:2]1[CH2:6][N:5]([C:7]([O:9][C:10]([CH3:13])([CH3:12])[CH3:11])=[O:8])[C@H:4]([C:14]2[CH:19]=[CH:18][CH:17]=[CH:16][CH:15]=2)[CH2:3]1.[F:20][C:21]([F:40])([F:39])[S:22](N(C1C=CC=CC=1)[S:22]([C:21]([F:40])([F:39])[F:20])(=[O:24])=[O:23])(=[O:24])=[O:23]. (7) Given the product [CH3:2][C:1]([NH:9][S:20]([CH:19]=[CH2:18])(=[O:22])=[O:21])([CH3:3])[CH2:4][C:5]([CH3:8])([CH3:7])[CH3:6], predict the reactants needed to synthesize it. The reactants are: [C:1]([NH2:9])([CH2:4][C:5]([CH3:8])([CH3:7])[CH3:6])([CH3:3])[CH3:2].C(N(CC)CC)C.Cl[CH2:18][CH2:19][S:20](Cl)(=[O:22])=[O:21].